Dataset: Peptide-MHC class II binding affinity with 134,281 pairs from IEDB. Task: Regression. Given a peptide amino acid sequence and an MHC pseudo amino acid sequence, predict their binding affinity value. This is MHC class II binding data. (1) The peptide sequence is LRDNIQGITKPAIRR. The MHC is H-2-IAs with pseudo-sequence H-2-IAs. The binding affinity (normalized) is 0.428. (2) The MHC is DRB3_0101 with pseudo-sequence DRB3_0101. The peptide sequence is APQINFFYYLGEPIV. The binding affinity (normalized) is 0.238. (3) The peptide sequence is PPVSFHGSDGCWYPM. The MHC is DRB4_0103 with pseudo-sequence DRB4_0103. The binding affinity (normalized) is 0.